Dataset: Catalyst prediction with 721,799 reactions and 888 catalyst types from USPTO. Task: Predict which catalyst facilitates the given reaction. (1) Reactant: [O:1]1[C:5]2[CH:6]=[CH:7][CH:8]=[CH:9][C:4]=2[CH:3]=[C:2]1[CH:10]=[N:11][S:12]([C:15]1[CH:25]=[CH:24][C:18]2[O:19][CH2:20][CH2:21][CH2:22][O:23][C:17]=2[CH:16]=1)(=[O:14])=[O:13].O1CCCC1.Br[Mg][C:33]1[S:34][CH:35]=[CH:36][C:37]=1[CH3:38]. Product: [O:1]1[C:5]2[CH:6]=[CH:7][CH:8]=[CH:9][C:4]=2[CH:3]=[C:2]1[CH:10]([C:33]1[S:34][CH:35]=[CH:36][C:37]=1[CH3:38])[NH:11][S:12]([C:15]1[CH:25]=[CH:24][C:18]2[O:19][CH2:20][CH2:21][CH2:22][O:23][C:17]=2[CH:16]=1)(=[O:13])=[O:14]. The catalyst class is: 6. (2) Reactant: [CH3:1][C:2]1[NH:6][C:5]2/[C:7](=[C:10]3\[C:11](=[O:24])[NH:12][C:13]4[C:18]\3=[CH:17][C:16]([S:19](=[O:23])(=[O:22])[NH:20][CH3:21])=[CH:15][CH:14]=4)/[CH2:8][CH2:9][C:4]=2[C:3]=1[C:25]([OH:27])=O.C1C=CC2N(O)N=NC=2C=1.C(Cl)CCl.[NH2:42][CH2:43][CH:44]([OH:51])[CH2:45][N:46]1[CH2:50][CH2:49][CH2:48][CH2:47]1. Product: [OH:51][CH:44]([CH2:45][N:46]1[CH2:50][CH2:49][CH2:48][CH2:47]1)[CH2:43][NH:42][C:25]([C:3]1[C:4]2[CH2:9][CH2:8]/[C:7](=[C:10]3/[C:11](=[O:24])[NH:12][C:13]4[C:18]/3=[CH:17][C:16]([S:19](=[O:22])(=[O:23])[NH:20][CH3:21])=[CH:15][CH:14]=4)/[C:5]=2[NH:6][C:2]=1[CH3:1])=[O:27]. The catalyst class is: 3. (3) Reactant: O.[CH3:2][O:3][C:4]1[CH:5]=[C:6](B(O)O)[CH:7]=[N:8][CH:9]=1.I[C:14]1[C@@:18]2([CH3:33])[CH2:19][CH2:20][C@H:21]3[C@H:30]([C@@H:17]2[CH2:16][CH:15]=1)[CH2:29][CH:28]=[C:27]1[C@:22]3([CH3:32])[CH2:23][CH2:24][C:25](=[O:31])[NH:26]1. Product: [CH3:2][O:3][C:4]1[CH:5]=[C:6]([C:14]2[C@@:18]3([CH3:33])[CH2:19][CH2:20][C@H:21]4[C@H:30]([C@@H:17]3[CH2:16][CH:15]=2)[CH2:29][CH:28]=[C:27]2[C@:22]4([CH3:32])[CH2:23][CH2:24][C:25](=[O:31])[NH:26]2)[CH:7]=[N:8][CH:9]=1. The catalyst class is: 75. (4) Reactant: [CH3:1][O:2][C:3]1[C:27]([O:28][CH3:29])=[CH:26][CH:25]=[CH:24][C:4]=1[C:5]([C:7]1[CH:12]=[C:11]([C:13]([F:16])([F:15])[F:14])[CH:10]=[CH:9][C:8]=1[NH:17]C(=O)C(C)(C)C)=[O:6].[OH-].[Na+]. Product: [NH2:17][C:8]1[CH:9]=[CH:10][C:11]([C:13]([F:16])([F:15])[F:14])=[CH:12][C:7]=1[C:5]([C:4]1[CH:24]=[CH:25][CH:26]=[C:27]([O:28][CH3:29])[C:3]=1[O:2][CH3:1])=[O:6]. The catalyst class is: 8.